This data is from Forward reaction prediction with 1.9M reactions from USPTO patents (1976-2016). The task is: Predict the product of the given reaction. (1) The product is: [F:27][C@H:15]1[CH2:16][CH2:17][C@:8]2([C:3]3[CH:4]=[CH:5][CH:6]=[CH:7][C:2]=3[F:1])[N:9]=[C:10]([NH:19][C:20](=[O:26])[O:21][C:22]([CH3:25])([CH3:24])[CH3:23])[S:11][CH2:12][C@@H:13]2[CH2:14]1. Given the reactants [F:1][C:2]1[CH:7]=[CH:6][CH:5]=[CH:4][C:3]=1[C@:8]12[CH2:17][CH2:16][C@@H:15](O)[CH2:14][C@H:13]1[CH2:12][S:11][C:10]([NH:19][C:20](=[O:26])[O:21][C:22]([CH3:25])([CH3:24])[CH3:23])=[N:9]2.[F:27]C(F)(S(F)(=O)=O)C(F)(F)C(F)(F)C(F)(F)F.C(N(CC)CC)C, predict the reaction product. (2) Given the reactants [O:1]=[C:2]1[N:11]([CH2:12][C@H:13]2[CH2:18][CH2:17][C@H:16]([C:19](O)=[O:20])[CH2:15][CH2:14]2)[C:10](=[O:22])[C:9]2[C:4](=[CH:5][CH:6]=[CH:7][CH:8]=2)[NH:3]1.C(N(C(C)C)CC)(C)C.CN(C(ON1N=NC2C=CC=NC1=2)=[N+](C)C)C.F[P-](F)(F)(F)(F)F.[N:56]1[CH:61]=[CH:60][CH:59]=[N:58][C:57]=1[N:62]1[CH2:67][CH2:66][NH:65][CH2:64][CH2:63]1, predict the reaction product. The product is: [N:56]1[CH:61]=[CH:60][CH:59]=[N:58][C:57]=1[N:62]1[CH2:67][CH2:66][N:65]([C:19]([C@H:16]2[CH2:15][CH2:14][C@H:13]([CH2:12][N:11]3[C:10](=[O:22])[C:9]4[C:4](=[CH:5][CH:6]=[CH:7][CH:8]=4)[NH:3][C:2]3=[O:1])[CH2:18][CH2:17]2)=[O:20])[CH2:64][CH2:63]1. (3) Given the reactants [N:1]1[N:2]=[CH:3][N:4]2[CH:9]=[C:8]([C:10]3[CH:11]=[C:12]([NH:18][S:19]([C:22]4[CH:27]=[CH:26][C:25]([F:28])=[CH:24][C:23]=4[F:29])(=[O:21])=[O:20])[C:13]([O:16][CH3:17])=[N:14][CH:15]=3)[CH:7]=[CH:6][C:5]=12.[Br:30]N1C(=O)CCC1=O, predict the reaction product. The product is: [Br:30][C:3]1[N:4]2[CH:9]=[C:8]([C:10]3[CH:11]=[C:12]([NH:18][S:19]([C:22]4[CH:27]=[CH:26][C:25]([F:28])=[CH:24][C:23]=4[F:29])(=[O:20])=[O:21])[C:13]([O:16][CH3:17])=[N:14][CH:15]=3)[CH:7]=[CH:6][C:5]2=[N:1][N:2]=1. (4) Given the reactants O1CCCC1.[Br:6][C:7]1[CH:8]=[C:9]([CH:13]=[CH:14][C:15]=1[N+:16]([O-:18])=[O:17])[C:10]([NH2:12])=O.C(N(CC)CC)C.FC(F)(F)C(OC(=O)C(F)(F)F)=O, predict the reaction product. The product is: [Br:6][C:7]1[CH:8]=[C:9]([CH:13]=[CH:14][C:15]=1[N+:16]([O-:18])=[O:17])[C:10]#[N:12]. (5) The product is: [Cl:57][C:54]1[S:53][C:52]([NH:51][C:37](=[O:39])[CH:36]([N:40]2[CH2:48][C:47]3[C:42](=[CH:43][CH:44]=[CH:45][CH:46]=3)[C:41]2=[O:49])[CH2:35][CH:28]2[CH2:34][CH2:33][CH2:32][CH2:31][CH2:30][CH2:29]2)=[N:56][CH:55]=1. Given the reactants F[P-](F)(F)(F)(F)F.N1(O[P+](N(C)C)(N(C)C)N(C)C)C2C=CC=CC=2N=N1.[CH:28]1([CH2:35][CH:36]([N:40]2[CH2:48][C:47]3[C:42](=[CH:43][CH:44]=[CH:45][CH:46]=3)[C:41]2=[O:49])[C:37]([OH:39])=O)[CH2:34][CH2:33][CH2:32][CH2:31][CH2:30][CH2:29]1.Cl.[NH2:51][C:52]1[S:53][C:54]([Cl:57])=[CH:55][N:56]=1.C1(C[C@H](N2CC3C(=CC=CC=3)C2=O)C(NC2SC=CN=2)=O)CCCCC1, predict the reaction product. (6) Given the reactants C1O[C:4]2([CH2:11][CH2:10][CH:9]3[CH2:12][CH:5]2[CH2:6][CH2:7][CH:8]3[NH:13][C:14]([O:16][CH2:17][C:18]2[CH:23]=[CH:22][CH:21]=[CH:20][CH:19]=2)=[O:15])[O:3]C1.Cl, predict the reaction product. The product is: [CH2:17]([O:16][C:14](=[O:15])[NH:13][CH:8]1[CH2:7][CH2:6][CH:5]2[CH2:12][CH:9]1[CH2:10][CH2:11][C:4]2=[O:3])[C:18]1[CH:23]=[CH:22][CH:21]=[CH:20][CH:19]=1. (7) The product is: [CH3:13][C:14]1([CH3:30])[C:18]([CH3:20])([CH3:19])[O:17][B:16]([C:2]2[CH:7]=[CH:6][C:5]([N:8]3[N:12]=[CH:11][CH:10]=[N:9]3)=[CH:4][CH:3]=2)[O:15]1. Given the reactants Br[C:2]1[CH:7]=[CH:6][C:5]([N:8]2[N:12]=[CH:11][CH:10]=[N:9]2)=[CH:4][CH:3]=1.[CH3:13][C:14]1([CH3:30])[C:18]([CH3:20])([CH3:19])[O:17][B:16]([B:16]2[O:17][C:18]([CH3:20])([CH3:19])[C:14]([CH3:30])([CH3:13])[O:15]2)[O:15]1.C([O-])(=O)C.[K+], predict the reaction product. (8) Given the reactants [CH3:1][S:2]([C:5]1[CH:6]=[CH:7][C:8]([O:14][C@@H:15]([CH3:20])[C:16]([F:19])([F:18])[F:17])=[C:9]([CH:13]=1)[C:10]([OH:12])=O)(=[O:4])=[O:3].Cl.[N:22]1([C:28]2[C:32]3[CH:33]=[CH:34][CH:35]=[CH:36][C:31]=3[S:30][N:29]=2)[CH2:27][CH2:26][NH:25][CH2:24][CH2:23]1.C(OCC)(=O)C, predict the reaction product. The product is: [S:30]1[C:31]2[CH:36]=[CH:35][CH:34]=[CH:33][C:32]=2[C:28]([N:22]2[CH2:23][CH2:24][N:25]([C:10]([C:9]3[CH:13]=[C:5]([S:2]([CH3:1])(=[O:3])=[O:4])[CH:6]=[CH:7][C:8]=3[O:14][C@@H:15]([CH3:20])[C:16]([F:19])([F:18])[F:17])=[O:12])[CH2:26][CH2:27]2)=[N:29]1.